From a dataset of Catalyst prediction with 721,799 reactions and 888 catalyst types from USPTO. Predict which catalyst facilitates the given reaction. (1) Reactant: [CH3:1][C:2]1[CH:7]=[CH:6][C:5]([C:8]2[N:17]=[C:16]([C:18]([O:20]CC)=[O:19])[C:15]3[C:10](=[CH:11][CH:12]=[CH:13][CH:14]=3)[N:9]=2)=[CH:4][CH:3]=1.[OH-].[Na+]. Product: [CH3:1][C:2]1[CH:7]=[CH:6][C:5]([C:8]2[N:17]=[C:16]([C:18]([OH:20])=[O:19])[C:15]3[C:10](=[CH:11][CH:12]=[CH:13][CH:14]=3)[N:9]=2)=[CH:4][CH:3]=1. The catalyst class is: 8. (2) Reactant: [CH2:1]([O:4][C@H:5]1[C:13]2[C:8](=[CH:9][C:10]([O:14][CH3:15])=[CH:11][CH:12]=2)[C@@H:7]([NH:16][CH2:17][C@@H:18]([OH:46])[C@@H:19]([NH:29][C:30](=[O:45])[C@@H:31]([N:35]2[CH2:39][CH2:38][C@H:37]([CH2:40][CH2:41][CH2:42][CH3:43])[C:36]2=[O:44])[CH2:32][CH:33]=C)[CH2:20][C:21]2[CH:26]=[C:25]([F:27])[CH:24]=[C:23]([F:28])[CH:22]=2)[CH2:6]1)[CH:2]=C.C(O)(C(F)(F)F)=O. Product: [CH2:40]([C@H:37]1[CH2:38][CH2:39][N:35]([C@H:31]2[CH2:32][CH:33]=[CH:2][CH2:1][O:4][C@@H:5]3[CH2:6][C@@H:7]([C:8]4[CH:9]=[C:10]([O:14][CH3:15])[CH:11]=[CH:12][C:13]=43)[NH:16][CH2:17][C@@H:18]([OH:46])[C@H:19]([CH2:20][C:21]3[CH:22]=[C:23]([F:28])[CH:24]=[C:25]([F:27])[CH:26]=3)[NH:29][C:30]2=[O:45])[C:36]1=[O:44])[CH2:41][CH2:42][CH3:43]. The catalyst class is: 2. (3) Reactant: [Br:1][C:2]1[CH:3]=[C:4]([F:10])[C:5]([F:9])=[C:6]([OH:8])[CH:7]=1.[C:11]([O-])([O-])=O.[K+].[K+].IC. Product: [Br:1][C:2]1[CH:7]=[C:6]([O:8][CH3:11])[C:5]([F:9])=[C:4]([F:10])[CH:3]=1. The catalyst class is: 21.